From a dataset of Forward reaction prediction with 1.9M reactions from USPTO patents (1976-2016). Predict the product of the given reaction. (1) Given the reactants [Cl:1][C:2]1[CH:3]=[C:4]([N:9]2[C:13](=[O:14])[C@@:12]3([C@H:18]([C:19]4[CH:26]=[CH:25][C:22]([C:23]#[N:24])=[CH:21][CH:20]=4)[CH2:17][NH:16][CH2:15]3)[N:11]([CH3:27])[C:10]2=[O:28])[CH:5]=[C:6]([Cl:8])[CH:7]=1.Cl[CH2:30][C:31](Cl)=[O:32].CCN(C(C)C)C(C)C.[CH2:43]([NH2:50])[C:44]1[CH:49]=[CH:48][CH:47]=[CH:46][CH:45]=1, predict the reaction product. The product is: [CH2:43]([NH:50][CH2:30][C:31]([N:16]1[CH2:17][C@@H:18]([C:19]2[CH:20]=[CH:21][C:22]([C:23]#[N:24])=[CH:25][CH:26]=2)[C@:12]2([N:11]([CH3:27])[C:10](=[O:28])[N:9]([C:4]3[CH:5]=[C:6]([Cl:8])[CH:7]=[C:2]([Cl:1])[CH:3]=3)[C:13]2=[O:14])[CH2:15]1)=[O:32])[C:44]1[CH:49]=[CH:48][CH:47]=[CH:46][CH:45]=1. (2) Given the reactants [CH2:1]([C:3]1[CH2:4][CH:5]2[CH:8]([CH:9]=1)[C:7](=[C:10]([C:16]([O:18][CH2:19][CH3:20])=[O:17])[C:11]([O:13][CH2:14][CH3:15])=[O:12])[CH2:6]2)[CH3:2].C1CCN2C(=NCCC2)CC1.[N+:32]([CH3:35])([O-:34])=[O:33], predict the reaction product. The product is: [CH2:1]([C:3]1[CH2:4][CH:5]2[CH:8]([CH:9]=1)[C:7]([CH:10]([C:16]([O:18][CH2:19][CH3:20])=[O:17])[C:11]([O:13][CH2:14][CH3:15])=[O:12])([CH2:35][N+:32]([O-:34])=[O:33])[CH2:6]2)[CH3:2]. (3) Given the reactants [Br:1][C:2]1[C:8]([F:9])=[CH:7][CH:6]=[CH:5][C:3]=1[NH2:4].C(=O)([O-])[O-].[K+].[K+].[C:16](Cl)(=[O:25])[CH:17]=[CH:18][C:19]1[CH:24]=[CH:23][CH:22]=[CH:21][CH:20]=1, predict the reaction product. The product is: [Br:1][C:2]1[C:8]([F:9])=[CH:7][CH:6]=[CH:5][C:3]=1[NH:4][C:16](=[O:25])[CH:17]=[CH:18][C:19]1[CH:24]=[CH:23][CH:22]=[CH:21][CH:20]=1. (4) Given the reactants C[O:2][C:3](=[O:26])[C@:4](C1C=CC(Br)=CC=1)([NH:6][C:7]([C:9]1[N:10]=[CH:11][C:12]2[C:17]([CH:18]=1)=[CH:16][CH:15]=[CH:14][CH:13]=2)=[O:8])[CH3:5].F[C:28](F)(F)[C:29]1[CH:30]=[C:31](B(O)O)[CH:32]=[C:33]([C:35]([F:38])([F:37])[F:36])[CH:34]=1, predict the reaction product. The product is: [CH:11]1[C:12]2[C:17](=[CH:16][CH:15]=[CH:14][CH:13]=2)[CH:18]=[C:9]([C:7]([NH:6][C@@H:4]([CH2:5][C:32]2[CH:31]=[CH:30][C:29]([C:28]3[CH:34]=[C:33]([C:35]([F:38])([F:37])[F:36])[CH:32]=[CH:31][CH:30]=3)=[CH:34][C:33]=2[C:35]([F:38])([F:37])[F:36])[C:3]([OH:2])=[O:26])=[O:8])[N:10]=1. (5) Given the reactants C(O[BH-](OC(=O)C)OC(=O)C)(=O)C.[Na+].[F:15][C:16]([F:41])([F:40])[C:17]1[N:21]2[N:22]=[C:23]([O:30][CH2:31][C:32]3[N:37]=[C:36]([CH:38]=O)[CH:35]=[CH:34][CH:33]=3)[C:24]3[C:29]([C:20]2=[N:19][N:18]=1)=[CH:28][CH:27]=[CH:26][CH:25]=3.[CH3:42][C:43]1[CH:44]=[C:45]([CH:49]=[CH:50][CH:51]=1)[CH2:46][CH2:47][NH2:48], predict the reaction product. The product is: [C:43]1([CH3:42])[CH:51]=[CH:50][CH:49]=[C:45]([CH2:46][CH2:47][NH:48][CH2:38][C:36]2[CH:35]=[CH:34][CH:33]=[C:32]([CH2:31][O:30][C:23]3[C:24]4[C:29](=[CH:28][CH:27]=[CH:26][CH:25]=4)[C:20]4=[N:19][N:18]=[C:17]([C:16]([F:40])([F:15])[F:41])[N:21]4[N:22]=3)[N:37]=2)[CH:44]=1.